Predict the product of the given reaction. From a dataset of Forward reaction prediction with 1.9M reactions from USPTO patents (1976-2016). (1) Given the reactants [CH3:1][C:2]1[CH:7]=[CH:6][N:5]=[CH:4][C:3]=1[N:8]1[CH2:12][CH2:11][NH:10][C:9]1=[O:13].Br[C:15]1[CH:20]=[CH:19][C:18]([F:21])=[C:17]([F:22])[CH:16]=1.N[C@@H]1CCCC[C@H]1N.C(=O)([O-])[O-].[K+].[K+], predict the reaction product. The product is: [F:21][C:18]1[CH:19]=[C:20]([N:10]2[CH2:11][CH2:12][N:8]([C:3]3[CH:4]=[N:5][CH:6]=[CH:7][C:2]=3[CH3:1])[C:9]2=[O:13])[CH:15]=[CH:16][C:17]=1[F:22]. (2) Given the reactants [C:1](=[O:34])(OC1C=CC([N+]([O-])=O)=CC=1)[O:2][C@H:3]([CH2:8][O:9][C:10]1[CH:15]=[CH:14][C:13]([O:16][CH2:17]C2C=CC=CC=2)=[CH:12][CH:11]=1)[C:4]([CH3:7])([CH3:6])[CH3:5].[OH:35][CH:36]([C@@H:45]([NH:50]C(=O)OC(C)(C)C)[CH2:46][CH2:47][CH2:48][CH3:49])[C:37](=[O:44])[NH:38][C:39]1[NH:43][N:42]=[CH:41][CH:40]=1.CC(OI1(OC(C)=O)(OC(C)=O)OC(=O)[C:68]2[CH:67]=[CH:66][CH:65]=[CH:64][C:63]1=2)=O, predict the reaction product. The product is: [O:44]=[C:37]([NH:38][C:39]1[NH:43][N:42]=[CH:41][CH:40]=1)[C:36]([C@@H:45]([NH:50][C:1](=[O:34])[O:2][C@H:3]([CH2:8][O:9][C:10]1[CH:15]=[CH:14][C:13]([O:16][CH2:17][C:63]2[CH:64]=[CH:65][CH:66]=[CH:67][CH:68]=2)=[CH:12][CH:11]=1)[C:4]([CH3:6])([CH3:7])[CH3:5])[CH2:46][CH2:47][CH2:48][CH3:49])=[O:35]. (3) Given the reactants [CH2:1]([N:8]([CH2:28][C:29]1[CH:34]=[CH:33][CH:32]=[CH:31][CH:30]=1)[C@H:9]1[CH2:18][C:17]2[C:12](=[CH:13][CH:14]=[CH:15][C:16]=2B2OC(C)(C)C(C)(C)O2)[O:11][CH2:10]1)[C:2]1[CH:7]=[CH:6][CH:5]=[CH:4][CH:3]=1.Br[C:36]1[CH:37]=[N:38][C:39]([C:42]([N:44]([CH3:46])[CH3:45])=[O:43])=[N:40][CH:41]=1, predict the reaction product. The product is: [CH2:28]([N:8]([CH2:1][C:2]1[CH:3]=[CH:4][CH:5]=[CH:6][CH:7]=1)[C@H:9]1[CH2:18][C:17]2[C:12](=[CH:13][CH:14]=[CH:15][C:16]=2[C:36]2[CH:41]=[N:40][C:39]([C:42]([N:44]([CH3:46])[CH3:45])=[O:43])=[N:38][CH:37]=2)[O:11][CH2:10]1)[C:29]1[CH:34]=[CH:33][CH:32]=[CH:31][CH:30]=1. (4) Given the reactants [C:1]([C:3]1[CH:17]=[CH:16][C:6]([C:7]([NH:9][CH:10]2[CH2:15][CH2:14][CH2:13][CH2:12][CH2:11]2)=[O:8])=[C:5]([F:18])[CH:4]=1)#[N:2], predict the reaction product. The product is: [NH2:2][CH2:1][C:3]1[CH:17]=[CH:16][C:6]([C:7]([NH:9][CH:10]2[CH2:15][CH2:14][CH2:13][CH2:12][CH2:11]2)=[O:8])=[C:5]([F:18])[CH:4]=1. (5) Given the reactants [ClH:1].[N:2]1[CH:7]=[CH:6][C:5]([CH2:8][C:9]([OH:11])=[O:10])=[CH:4][CH:3]=1, predict the reaction product. The product is: [ClH:1].[NH:2]1[CH2:7][CH2:6][CH:5]([CH2:8][C:9]([OH:11])=[O:10])[CH2:4][CH2:3]1. (6) Given the reactants Cl[CH2:2]/[CH:3]=[CH:4]\[CH2:5]Cl.C[Si](C)(C)CCOC[N:13]1[C:17]2=[N:18][CH:19]=[CH:20][CH:21]=[C:16]2[CH2:15][C:14]1=O.C(=O)([O-])[O-].[Cs+].[Cs+], predict the reaction product. The product is: [N:13]1[C:17]2=[N:18][CH:19]=[CH:20][CH:21]=[C:16]2[C:15]2([CH2:5][CH:4]=[CH:3][CH2:2]2)[CH:14]=1. (7) The product is: [N:14]1[CH:15]=[CH:16][C:11]([C:9]2[NH:8][C:7](=[O:17])[C:6]3[CH:2]=[N:3][NH:4][C:5]=3[CH:10]=2)=[CH:12][CH:13]=1. Given the reactants N[C:2]1[C:6]2[C:7](=[O:17])[NH:8][C:9]([C:11]3[CH:16]=[CH:15][N:14]=[CH:13][CH:12]=3)=[CH:10][C:5]=2[NH:4][N:3]=1.P(=O)(O)(O)O.N([O-])=O.[Na+].[K].C(=O)([O-])[O-], predict the reaction product.